From a dataset of Aqueous solubility values for 9,982 compounds from the AqSolDB database. Regression/Classification. Given a drug SMILES string, predict its absorption, distribution, metabolism, or excretion properties. Task type varies by dataset: regression for continuous measurements (e.g., permeability, clearance, half-life) or binary classification for categorical outcomes (e.g., BBB penetration, CYP inhibition). For this dataset (solubility_aqsoldb), we predict Y. (1) The molecule is CCCN(CCC)Cc1cccc(C(=O)OCCOCn2cnc3c(=O)[nH]c(N)nc32)c1. The Y is -0.350 log mol/L. (2) The compound is Cc1cccc(S(=O)(=O)O)c1C. The Y is 0.778 log mol/L. (3) The compound is O=C(Nc1ccc2c(c1)C=C(S(=O)(=O)[O-])/C(=N/Nc1ccc(N=Nc3ccc(S(=O)(=O)[O-])cc3)cc1)C2=O)c1ccccc1.[Na+].[Na+]. The Y is -2.16 log mol/L. (4) The drug is NS(=O)(=O)c1ccc(SCCO)cc1. The Y is -1.82 log mol/L. (5) The compound is C=C(C)C(=O)Nc1ccc(Cl)c(Cl)c1. The Y is -4.43 log mol/L.